Task: Regression. Given two drug SMILES strings and cell line genomic features, predict the synergy score measuring deviation from expected non-interaction effect.. Dataset: NCI-60 drug combinations with 297,098 pairs across 59 cell lines (1) Drug 1: CCC1=CC2CC(C3=C(CN(C2)C1)C4=CC=CC=C4N3)(C5=C(C=C6C(=C5)C78CCN9C7C(C=CC9)(C(C(C8N6C)(C(=O)OC)O)OC(=O)C)CC)OC)C(=O)OC.C(C(C(=O)O)O)(C(=O)O)O. Drug 2: C1=CC(=CC=C1CC(C(=O)O)N)N(CCCl)CCCl.Cl. Cell line: SF-268. Synergy scores: CSS=35.0, Synergy_ZIP=-2.06, Synergy_Bliss=5.80, Synergy_Loewe=-7.23, Synergy_HSA=4.71. (2) Drug 1: CN1C2=C(C=C(C=C2)N(CCCl)CCCl)N=C1CCCC(=O)O.Cl. Drug 2: C1CN(CCN1C(=O)CCBr)C(=O)CCBr. Cell line: K-562. Synergy scores: CSS=21.8, Synergy_ZIP=-4.78, Synergy_Bliss=-3.40, Synergy_Loewe=-6.47, Synergy_HSA=-7.00. (3) Synergy scores: CSS=10.4, Synergy_ZIP=-4.24, Synergy_Bliss=-1.08, Synergy_Loewe=-5.39, Synergy_HSA=-0.881. Drug 1: CC1=C(C(CCC1)(C)C)C=CC(=CC=CC(=CC(=O)O)C)C. Cell line: IGROV1. Drug 2: C1=CC=C(C=C1)NC(=O)CCCCCCC(=O)NO. (4) Drug 1: CC(C)(C#N)C1=CC(=CC(=C1)CN2C=NC=N2)C(C)(C)C#N. Drug 2: C1CN(CCN1C(=O)CCBr)C(=O)CCBr. Cell line: NCI/ADR-RES. Synergy scores: CSS=13.7, Synergy_ZIP=1.07, Synergy_Bliss=3.32, Synergy_Loewe=-5.23, Synergy_HSA=-5.31.